This data is from Forward reaction prediction with 1.9M reactions from USPTO patents (1976-2016). The task is: Predict the product of the given reaction. (1) Given the reactants [Br:1][C:2]1[CH:3]=[N:4][CH:5]=[C:6]([CH:10]=1)[C:7](O)=[O:8].C(Cl)([C:13](Cl)=[O:14])=O.C[CH2:18][N:19](CC)CC.Cl, predict the reaction product. The product is: [Br:1][C:2]1[CH:3]=[N:4][CH:5]=[C:6]([CH:10]=1)[C:7]([N:19]([O:14][CH3:13])[CH3:18])=[O:8]. (2) The product is: [F:11][C:2]([F:1])([F:10])[C:3]1[C:4]2[N:5]([C:25]([C:20]([OH:23])=[O:21])=[CH:26][N:9]=2)[CH:6]=[C:7]([C:12]2[CH:17]=[CH:8][C:3]([C:2]([F:11])([F:10])[F:1])=[CH:14][CH:13]=2)[CH:8]=1. Given the reactants [F:1][C:2]([F:11])([F:10])[C:3]1[C:4]([NH2:9])=[N:5][CH:6]=[CH:7][CH:8]=1.[CH2:12]1[C:17](=O)N(Br)[C:14](=O)[CH2:13]1.[C:20]([O-:23])(O)=[O:21].[Na+].[C:25](#N)[CH3:26], predict the reaction product. (3) Given the reactants [CH3:1][C:2]1([CH3:18])[C:6]([CH3:8])([CH3:7])[O:5][B:4]([C:9]2[CH:17]=[CH:16][C:12]([C:13]([OH:15])=O)=[CH:11][CH:10]=2)[O:3]1.C(Cl)CCl.C1C=CC2N(O)N=NC=2C=1.Cl.Cl.[CH:35]1([N:39]2[CH2:45][CH2:44][CH2:43][NH:42][CH2:41][CH2:40]2)[CH2:38][CH2:37][CH2:36]1, predict the reaction product. The product is: [CH:35]1([N:39]2[CH2:45][CH2:44][CH2:43][N:42]([C:13]([C:12]3[CH:11]=[CH:10][C:9]([B:4]4[O:5][C:6]([CH3:7])([CH3:8])[C:2]([CH3:1])([CH3:18])[O:3]4)=[CH:17][CH:16]=3)=[O:15])[CH2:41][CH2:40]2)[CH2:38][CH2:37][CH2:36]1. (4) The product is: [F:9][C:6]1[CH:5]=[C:4]([CH2:10][CH2:11][C:12]([NH:58][CH2:57][CH2:56][CH2:55][C:54]2[N:50]([CH2:48][CH3:49])[N:51]=[C:52]([CH3:59])[CH:53]=2)=[O:14])[CH:3]=[C:2]([F:1])[C:7]=1[CH3:8]. Given the reactants [F:1][C:2]1[CH:3]=[C:4]([CH2:10][CH2:11][C:12]([OH:14])=O)[CH:5]=[C:6]([F:9])[C:7]=1[CH3:8].C1CN([P+](ON2N=NC3C=CC=CC2=3)(N2CCCC2)N2CCCC2)CC1.F[P-](F)(F)(F)(F)F.[CH2:48]([N:50]1[C:54]([CH2:55][CH2:56][CH2:57][NH2:58])=[CH:53][C:52]([CH3:59])=[N:51]1)[CH3:49].C(N(C(C)C)C(C)C)C, predict the reaction product. (5) Given the reactants [NH2:1][C:2]1[N:7]([C:8]2[CH:9]=[N:10][C:11]3[C:16]([CH:17]=2)=[CH:15][CH:14]=[CH:13][CH:12]=3)[C:6](=[S:18])[NH:5][C:4](=[O:19])[C:3]=1[N:20]=O.S(S([O-])=O)([O-])=O.[Na+].[Na+], predict the reaction product. The product is: [NH2:20][C:3]1[C:4](=[O:19])[NH:5][C:6](=[S:18])[N:7]([C:8]2[CH:9]=[N:10][C:11]3[C:16]([CH:17]=2)=[CH:15][CH:14]=[CH:13][CH:12]=3)[C:2]=1[NH2:1]. (6) Given the reactants [C:1]([C@@H:4]1[CH:21]2[C@:16]([CH3:23])([CH2:17][CH2:18][C:19](=[O:22])[CH2:20]2)[C@@H:15]2[C@H:6]([C@H:7]3[C@@:11]([CH2:13][CH2:14]2)([CH3:12])[C:10](=[O:24])[CH2:9][CH2:8]3)[CH2:5]1)(O)=[O:2].[NH3:25], predict the reaction product. The product is: [C:1]([C@@H:4]1[CH:21]2[C@:16]([CH3:23])([CH2:17][CH2:18][C:19](=[O:22])[CH2:20]2)[C@@H:15]2[C@H:6]([C@H:7]3[C@@:11]([CH2:13][CH2:14]2)([CH3:12])[C:10](=[O:24])[CH2:9][CH2:8]3)[CH2:5]1)(=[O:2])[NH2:25]. (7) Given the reactants CC(OI1(OC(C)=O)(OC(C)=O)OC(=O)C2C=CC=CC1=2)=O.[OH:23][CH2:24][C:25]1[CH:45]=[CH:44][C:28]([C:29]([NH:31][C:32]2[N:33]=[CH:34][N:35]3[C:39]([C:40]([F:43])([F:42])[F:41])=[CH:38][S:37][C:36]=23)=[O:30])=[CH:27][CH:26]=1.[O-]S([O-])(=S)=O.[Na+].[Na+].C([O-])(O)=O.[Na+], predict the reaction product. The product is: [CH:24]([C:25]1[CH:26]=[CH:27][C:28]([C:29]([NH:31][C:32]2[N:33]=[CH:34][N:35]3[C:39]([C:40]([F:43])([F:41])[F:42])=[CH:38][S:37][C:36]=23)=[O:30])=[CH:44][CH:45]=1)=[O:23].